Dataset: Peptide-MHC class I binding affinity with 185,985 pairs from IEDB/IMGT. Task: Regression. Given a peptide amino acid sequence and an MHC pseudo amino acid sequence, predict their binding affinity value. This is MHC class I binding data. (1) The peptide sequence is YTAVVPLVY. The MHC is Patr-A0901 with pseudo-sequence Patr-A0901. The binding affinity (normalized) is 0.00273. (2) The peptide sequence is TTYDFLARK. The MHC is HLA-A31:01 with pseudo-sequence HLA-A31:01. The binding affinity (normalized) is 0.594. (3) The peptide sequence is AAGAAVKGV. The MHC is HLA-A68:02 with pseudo-sequence HLA-A68:02. The binding affinity (normalized) is 0.0603. (4) The peptide sequence is QCGDPSSFDY. The MHC is HLA-A24:02 with pseudo-sequence HLA-A24:02. The binding affinity (normalized) is 0.